Dataset: Catalyst prediction with 721,799 reactions and 888 catalyst types from USPTO. Task: Predict which catalyst facilitates the given reaction. (1) Reactant: [CH2:1]([N:3](CC)CC)[CH3:2].Cl.[NH2:9][C@@H:10]([CH2:13][CH:14]1[CH2:19][CH2:18]CCC1)[CH2:11][OH:12]. Product: [N:9]1[CH:18]=[CH:19][CH:14]=[CH:13][C:10]=1[C:11]1[O:12][CH2:2][CH2:1][N:3]=1. The catalyst class is: 2. (2) Reactant: [N+:1]([C:4]1[CH:27]=[CH:26][C:7]([CH2:8][C:9]([CH2:16][C:17]2[CH:22]=[CH:21][C:20]([N+:23]([O-:25])=[O:24])=[CH:19][CH:18]=2)([C:13](O)=[O:14])[C:10](O)=[O:11])=[CH:6][CH:5]=1)([O-:3])=[O:2].O. Product: [N+:1]([C:4]1[CH:5]=[CH:6][C:7]([CH2:8][C:9]([CH2:16][C:17]2[CH:22]=[CH:21][C:20]([N+:23]([O-:25])=[O:24])=[CH:19][CH:18]=2)([CH2:10][OH:11])[CH2:13][OH:14])=[CH:26][CH:27]=1)([O-:3])=[O:2]. The catalyst class is: 7. (3) Reactant: Br[C:2]1[CH:7]=[CH:6][C:5]([N+:8]([O-:10])=[O:9])=[CH:4][C:3]=1[O:11][CH:12]([F:14])[F:13].[CH3:15][CH:16]([N:18]1[CH2:23][CH2:22][NH:21][CH2:20][CH2:19]1)[CH3:17].C([O-])([O-])=O.[K+].[K+].Cl. Product: [F:13][CH:12]([F:14])[O:11][C:3]1[CH:4]=[C:5]([N+:8]([O-:10])=[O:9])[CH:6]=[CH:7][C:2]=1[N:21]1[CH2:22][CH2:23][N:18]([CH:16]([CH3:17])[CH3:15])[CH2:19][CH2:20]1. The catalyst class is: 58. (4) Reactant: [CH3:1][C:2]([C:10]1[CH:15]=[CH:14][CH:13]=[CH:12][CH:11]=1)([CH3:9])[CH2:3][C:4](=[O:8])[C:5]([OH:7])=O.S(Cl)(Cl)=O.[Br:20][C:21]1[C:30]([NH2:31])=[CH:29][CH:28]=[C:27]2[C:22]=1[CH2:23][O:24][C:25]2=[O:26].O. Product: [Br:20][C:21]1[C:30]([NH:31][C:5](=[O:7])[C:4](=[O:8])[CH2:3][C:2]([CH3:1])([C:10]2[CH:15]=[CH:14][CH:13]=[CH:12][CH:11]=2)[CH3:9])=[CH:29][CH:28]=[C:27]2[C:22]=1[CH2:23][O:24][C:25]2=[O:26]. The catalyst class is: 44. (5) Reactant: Br[C:2]1[C:14]([O:15][CH3:16])=[CH:13][C:5]([C:6]([NH:8][S:9]([CH3:12])(=[O:11])=[O:10])=[O:7])=[C:4]([F:17])[CH:3]=1.[Cl:18][C:19]1[C:20]([F:34])=[N:21][CH:22]=[C:23](B2OC(C)(C)C(C)(C)O2)[CH:24]=1.C([O-])([O-])=O.[Na+].[Na+]. Product: [Cl:18][C:19]1[CH:24]=[C:23]([C:2]2[C:14]([O:15][CH3:16])=[CH:13][C:5]([C:6]([NH:8][S:9]([CH3:12])(=[O:11])=[O:10])=[O:7])=[C:4]([F:17])[CH:3]=2)[CH:22]=[N:21][C:20]=1[F:34]. The catalyst class is: 203.